From a dataset of NCI-60 drug combinations with 297,098 pairs across 59 cell lines. Regression. Given two drug SMILES strings and cell line genomic features, predict the synergy score measuring deviation from expected non-interaction effect. (1) Cell line: HCT116. Drug 1: CC12CCC3C(C1CCC2=O)CC(=C)C4=CC(=O)C=CC34C. Drug 2: B(C(CC(C)C)NC(=O)C(CC1=CC=CC=C1)NC(=O)C2=NC=CN=C2)(O)O. Synergy scores: CSS=47.5, Synergy_ZIP=-0.412, Synergy_Bliss=-4.22, Synergy_Loewe=-3.70, Synergy_HSA=-3.19. (2) Drug 1: CCCS(=O)(=O)NC1=C(C(=C(C=C1)F)C(=O)C2=CNC3=C2C=C(C=N3)C4=CC=C(C=C4)Cl)F. Drug 2: COC1=NC(=NC2=C1N=CN2C3C(C(C(O3)CO)O)O)N. Cell line: UACC62. Synergy scores: CSS=43.4, Synergy_ZIP=5.05, Synergy_Bliss=3.31, Synergy_Loewe=-28.1, Synergy_HSA=2.59. (3) Drug 1: C1=CN(C(=O)N=C1N)C2C(C(C(O2)CO)O)O.Cl. Drug 2: CC1CCC2CC(C(=CC=CC=CC(CC(C(=O)C(C(C(=CC(C(=O)CC(OC(=O)C3CCCCN3C(=O)C(=O)C1(O2)O)C(C)CC4CCC(C(C4)OC)OCCO)C)C)O)OC)C)C)C)OC. Cell line: UO-31. Synergy scores: CSS=30.1, Synergy_ZIP=-5.24, Synergy_Bliss=-0.786, Synergy_Loewe=-9.56, Synergy_HSA=2.59. (4) Synergy scores: CSS=8.24, Synergy_ZIP=-2.65, Synergy_Bliss=1.17, Synergy_Loewe=0.207, Synergy_HSA=-1.58. Drug 1: C1C(C(OC1N2C=NC3=C(N=C(N=C32)Cl)N)CO)O. Drug 2: CC(C)CN1C=NC2=C1C3=CC=CC=C3N=C2N. Cell line: UACC-257.